From a dataset of Full USPTO retrosynthesis dataset with 1.9M reactions from patents (1976-2016). Predict the reactants needed to synthesize the given product. (1) Given the product [CH2:1]([C:4]1[C:10]([OH:11])=[C:9]([CH2:12][CH2:13][CH3:14])[CH:8]=[CH:7][C:5]=1[OH:6])[CH2:2][CH3:3].[F:32][C:29]([F:30])([F:31])[C:28]([C:4]1[CH:10]=[CH:9][CH:8]=[CH:7][CH:5]=1)=[O:33], predict the reactants needed to synthesize it. The reactants are: [CH2:1]([C:4]1[C:10]([OH:11])=[C:9]([CH2:12][CH2:13][CH3:14])[CH:8]=[CH:7][C:5]=1[OH:6])[CH2:2][CH3:3].FC(F)(F)S(O)(=O)=O.[F:30][C:29]([F:32])([F:31])[C:28](O[C:28](=[O:33])[C:29]([F:32])([F:31])[F:30])=[O:33]. (2) Given the product [Br:1][C:2]1[CH:3]=[N:4][C:5]2[N:6]([N:8]=[C:9]([C:11]([N:19]3[CH2:20][CH2:21][C:22]4[S:23][C:15]([F:14])=[C:16]([F:25])[C:17]=4[CH:18]3[CH3:24])=[O:13])[CH:10]=2)[CH:7]=1, predict the reactants needed to synthesize it. The reactants are: [Br:1][C:2]1[CH:3]=[N:4][C:5]2[N:6]([N:8]=[C:9]([C:11]([OH:13])=O)[CH:10]=2)[CH:7]=1.[F:14][C:15]1[S:23][C:22]2[CH2:21][CH2:20][NH:19][CH:18]([CH3:24])[C:17]=2[C:16]=1[F:25]. (3) Given the product [CH:35]([Si:38]([CH:43]([CH3:45])[CH3:44])([CH:40]([CH3:42])[CH3:41])[O:20][C:15]1[CH:16]=[CH:17][C:18]2[CH2:19][C@H:6]3[N:5]([CH2:4][CH:1]4[CH2:2][CH2:3]4)[CH2:23][CH2:22][C@:12]45[C:13]=2[C:14]=1[O:21][C@H:11]4[CH:10]([CH:24]1[O:25][CH2:26][CH2:27][O:28]1)[CH2:9][CH2:8][C@@:7]35[OH:29])([CH3:37])[CH3:36], predict the reactants needed to synthesize it. The reactants are: [CH:1]1([CH2:4][N:5]2[CH2:23][CH2:22][C@:12]34[C:13]5[C:14]6[O:21][C@H:11]3[CH:10]([CH:24]3[O:28][CH2:27][CH2:26][O:25]3)[CH2:9][CH2:8][C@@:7]4([OH:29])[C@H:6]2[CH2:19][C:18]=5[CH:17]=[CH:16][C:15]=6[OH:20])[CH2:3][CH2:2]1.N1C=CN=C1.[CH:35]([Si:38]([CH:43]([CH3:45])[CH3:44])([CH:40]([CH3:42])[CH3:41])Cl)([CH3:37])[CH3:36].O.